From a dataset of Catalyst prediction with 721,799 reactions and 888 catalyst types from USPTO. Predict which catalyst facilitates the given reaction. (1) Reactant: Br[C:2]1[C:12]2[O:11][CH2:10][CH2:9][N:8]([C:13]([O:15][C:16]([CH3:19])([CH3:18])[CH3:17])=[O:14])[CH2:7][C:6]=2[CH:5]=[CH:4][CH:3]=1.[C:20](=O)([O-])[O-].[Na+].[Na+].O.[CH2:27]([CH2:30]OC)[O:28][CH3:29]. Product: [CH3:29][O:28][CH2:27]/[CH:30]=[CH:20]/[C:2]1[C:12]2[O:11][CH2:10][CH2:9][N:8]([C:13]([O:15][C:16]([CH3:19])([CH3:18])[CH3:17])=[O:14])[CH2:7][C:6]=2[CH:5]=[CH:4][CH:3]=1. The catalyst class is: 73. (2) Reactant: [H-].[Al+3].[Li+].[H-].[H-].[H-].[NH2:7][C:8]1[S:9][C:10]2[C:16]3[N:17]([C:26]4[CH:36]=[CH:35][C:29]([C:30]([N:32]([CH3:34])[CH3:33])=O)=[CH:28][C:27]=4[Cl:37])[N:18]=[C:19]([C:20]4[CH:21]=[N:22][CH:23]=[CH:24][CH:25]=4)[C:15]=3[CH2:14][CH2:13][C:11]=2[N:12]=1. Product: [Cl:37][C:27]1[CH:28]=[C:29]([CH2:30][N:32]([CH3:34])[CH3:33])[CH:35]=[CH:36][C:26]=1[N:17]1[C:16]2[C:10]3[S:9][C:8]([NH2:7])=[N:12][C:11]=3[CH2:13][CH2:14][C:15]=2[C:19]([C:20]2[CH:21]=[N:22][CH:23]=[CH:24][CH:25]=2)=[N:18]1. The catalyst class is: 1. (3) Reactant: [NH2:1][CH:2]1[CH2:7][CH2:6][N:5]([C:8]([O:10][C:11]([CH3:14])([CH3:13])[CH3:12])=[O:9])[CH2:4][CH2:3]1.[ClH:15].N1C=CC([C:21]([NH2:23])=[NH:22])=N1.CCN(C(C)C)C(C)C. Product: [ClH:15].[NH2:23][C:21]([NH:1][CH:2]1[CH2:3][CH2:4][N:5]([C:8]([O:10][C:11]([CH3:14])([CH3:13])[CH3:12])=[O:9])[CH2:6][CH2:7]1)=[NH:22]. The catalyst class is: 3. (4) The catalyst class is: 672. Reactant: [O:1]1[CH2:5][CH2:4][O:3][CH:2]1[CH2:6][C:7]1[CH:8]=[C:9]([CH:13]=[CH:14][CH:15]=1)[C:10](O)=O.C(N1C=CN=C1)(N1C=CN=C1)=O.Cl.Cl.[NH2:30][C:31]1[C:39]([NH2:40])=[CH:38][CH:37]=[CH:36][C:32]=1[C:33]([NH2:35])=[O:34]. Product: [O:1]1[CH2:5][CH2:4][O:3][CH:2]1[CH2:6][C:7]1[CH:8]=[C:9]([C:10]2[NH:40][C:39]3[CH:38]=[CH:37][CH:36]=[C:32]([C:33]([NH2:35])=[O:34])[C:31]=3[N:30]=2)[CH:13]=[CH:14][CH:15]=1. (5) Reactant: Br[C:2]1[CH:7]=[CH:6][C:5]([C:8]([CH3:12])([CH3:11])[CH2:9][OH:10])=[CH:4][CH:3]=1.[CH3:13][C:14]1([CH3:30])[C:18]([CH3:20])([CH3:19])[O:17][B:16]([B:16]2[O:17][C:18]([CH3:20])([CH3:19])[C:14]([CH3:30])([CH3:13])[O:15]2)[O:15]1.CC([O-])=O.[K+]. Product: [CH3:11][C:8]([C:5]1[CH:6]=[CH:7][C:2]([B:16]2[O:17][C:18]([CH3:20])([CH3:19])[C:14]([CH3:30])([CH3:13])[O:15]2)=[CH:3][CH:4]=1)([CH3:12])[CH2:9][OH:10]. The catalyst class is: 294.